From a dataset of Forward reaction prediction with 1.9M reactions from USPTO patents (1976-2016). Predict the product of the given reaction. (1) Given the reactants [CH:1]([C:4]1[CH:5]=[C:6]([C:12]([OH:14])=O)[O:7][C:8]=1[CH:9]([CH3:11])[CH3:10])([CH3:3])[CH3:2].[NH2:15][C:16]1[S:20][C:19]([C:21]([O:23][CH3:24])=[O:22])=[CH:18][CH:17]=1, predict the reaction product. The product is: [CH:1]([C:4]1[CH:5]=[C:6]([C:12]([NH:15][C:16]2[S:20][C:19]([C:21]([O:23][CH3:24])=[O:22])=[CH:18][CH:17]=2)=[O:14])[O:7][C:8]=1[CH:9]([CH3:10])[CH3:11])([CH3:2])[CH3:3]. (2) Given the reactants [CH3:1][O:2][C:3](=[O:21])[C:4]1[CH:9]=[CH:8][C:7]([NH:10][C:11]2[CH:16]=[CH:15][N:14]=[C:13]([Br:17])[CH:12]=2)=[C:6]([N+:18]([O-])=O)[CH:5]=1, predict the reaction product. The product is: [CH3:1][O:2][C:3](=[O:21])[C:4]1[CH:9]=[CH:8][C:7]([NH:10][C:11]2[CH:16]=[CH:15][N:14]=[C:13]([Br:17])[CH:12]=2)=[C:6]([NH2:18])[CH:5]=1. (3) The product is: [CH2:13]([O:15][CH2:16][O:10][C:8]1[CH:7]=[CH:6][C:5]2[O:1][CH:2]=[CH:3][C:4]=2[CH:9]=1)[CH3:14]. Given the reactants [O:1]1[C:5]2[CH:6]=[CH:7][C:8]([OH:10])=[CH:9][C:4]=2[CH:3]=[CH:2]1.[H-].[Na+].[CH2:13]([O:15][CH2:16]Cl)[CH3:14].O, predict the reaction product. (4) The product is: [N+:1]([C:4]1[C:5]([CH2:10][C:11]([O:13][CH2:14][CH3:15])=[O:12])=[N:6][CH:7]=[CH:8][CH:9]=1)([O-:3])=[O:2]. Given the reactants [N+:1]([C:4]1[C:5]([CH:10](C(OCC)=O)[C:11]([O:13][CH2:14][CH3:15])=[O:12])=[N:6][CH:7]=[CH:8][CH:9]=1)([O-:3])=[O:2].O.[Cl-].[Li+], predict the reaction product. (5) Given the reactants CC1C=CC(S(O[CH2:12][CH:13]2[CH2:17][C:16]3[CH:18]=[CH:19][CH:20]=[C:21]([C:22]4[CH:27]=[CH:26][C:25]([Cl:28])=[CH:24][C:23]=4[Cl:29])[C:15]=3[O:14]2)(=O)=O)=CC=1.[N-:30]=[N+:31]=[N-:32].[Na+], predict the reaction product. The product is: [N:30]([CH2:12][CH:13]1[CH2:17][C:16]2[CH:18]=[CH:19][CH:20]=[C:21]([C:22]3[CH:27]=[CH:26][C:25]([Cl:28])=[CH:24][C:23]=3[Cl:29])[C:15]=2[O:14]1)=[N+:31]=[N-:32]. (6) Given the reactants Cl.[CH2:2]([O:4][C:5]1[CH:6]=[C:7]([CH:44]=[CH:45][CH:46]=1)[CH2:8][N:9]1[C:13]2=[N:14][CH:15]=[N:16][C:17]([N:18]3[CH2:23][CH2:22][N:21]([C:24](=[O:43])[C:25]4[CH:30]=[CH:29][C:28]([N:31]([C:37](=[O:42])[CH2:38][CH2:39][NH:40][CH3:41])[CH2:32][CH2:33][N:34]([CH3:36])[CH3:35])=[CH:27][CH:26]=4)[CH2:20][CH2:19]3)=[C:12]2[CH:11]=[N:10]1)[CH3:3].[Cl:47][C:48]([O:50][CH2:51][CH3:52])=[O:49].C(N(CC)CC)C, predict the reaction product. The product is: [ClH:47].[CH2:2]([O:4][C:5]1[CH:6]=[C:7]([CH:44]=[CH:45][CH:46]=1)[CH2:8][N:9]1[C:13]2=[N:14][CH:15]=[N:16][C:17]([N:18]3[CH2:23][CH2:22][N:21]([C:24](=[O:43])[C:25]4[CH:26]=[CH:27][C:28]([N:31]([C:37](=[O:42])[CH2:38][CH2:39][N:40]([CH3:41])[C:48]([O:50][CH2:51][CH3:52])=[O:49])[CH2:32][CH2:33][N:34]([CH3:36])[CH3:35])=[CH:29][CH:30]=4)[CH2:20][CH2:19]3)=[C:12]2[CH:11]=[N:10]1)[CH3:3]. (7) Given the reactants [CH2:1]([O:7][C:8]1[CH:9]=[C:10](O)[CH:11]=[CH:12][CH:13]=1)[CH2:2][CH2:3][CH2:4]CC.C([O-])([O-])=[O:16].[K+].[K+].[CH2:21]([O:23][C:24](=[O:27])[CH2:25]Br)[CH3:22].[CH3:28][C:29]#N, predict the reaction product. The product is: [CH2:21]([O:23][C:24](=[O:27])[CH2:25][O:16][C:9]1[CH:10]=[CH:11][CH:12]=[CH:13][C:8]=1[O:7][CH:1]([CH2:2][CH2:3][CH3:4])[CH2:28][CH3:29])[CH3:22].